Predict the product of the given reaction. From a dataset of Forward reaction prediction with 1.9M reactions from USPTO patents (1976-2016). (1) Given the reactants FC1C=C(F)C=CC=1O.BrCCCCCCCCCO.[F:21][C:22]1[CH:38]=[C:37]([F:39])[CH:36]=[CH:35][C:23]=1[O:24][CH2:25][CH2:26][CH2:27][CH2:28][CH2:29][CH2:30][CH2:31][CH2:32][CH2:33][OH:34].FC1C=C(F)C=CC=1OCCCCCCCCC(O)=O.Cl.Cl.[CH2:62]([O:69][C:70](=[O:78])[CH2:71][C@@H:72]([NH2:77])[CH2:73][N:74]([CH3:76])[CH3:75])[C:63]1[CH:68]=[CH:67][CH:66]=[CH:65][CH:64]=1, predict the reaction product. The product is: [CH2:62]([O:69][C:70](=[O:78])[CH2:71][C@@H:72]([NH:77][C:33](=[O:34])[CH2:32][CH2:31][CH2:30][CH2:29][CH2:28][CH2:27][CH2:26][CH2:25][O:24][C:23]1[CH:35]=[CH:36][C:37]([F:39])=[CH:38][C:22]=1[F:21])[CH2:73][N:74]([CH3:75])[CH3:76])[C:63]1[CH:68]=[CH:67][CH:66]=[CH:65][CH:64]=1. (2) Given the reactants [CH:1]([C:4]1[CH:5]=[CH:6][C:7]([O:22][CH3:23])=[C:8]([C:10]2[CH:15]=[CH:14][C:13]([C:16]([F:19])([F:18])[F:17])=[CH:12][C:11]=2[CH2:20][NH2:21])[CH:9]=1)([CH3:3])[CH3:2].Cl[C:25]1[N:30]=[CH:29][C:28]([O:31][CH2:32][CH2:33][CH2:34][C:35]([O:37][C:38]([CH3:41])([CH3:40])[CH3:39])=[O:36])=[CH:27][N:26]=1.C1(P(C2C=CC=CC=2)C2C=CC3C(=CC=CC=3)C=2C2C3C(=CC=CC=3)C=CC=2P(C2C=CC=CC=2)C2C=CC=CC=2)C=CC=CC=1.CC(C)([O-])C.[Na+], predict the reaction product. The product is: [CH:1]([C:4]1[CH:5]=[CH:6][C:7]([O:22][CH3:23])=[C:8]([C:10]2[CH:15]=[CH:14][C:13]([C:16]([F:17])([F:18])[F:19])=[CH:12][C:11]=2[CH2:20][NH:21][C:25]2[N:26]=[CH:27][C:28]([O:31][CH2:32][CH2:33][CH2:34][C:35]([O:37][C:38]([CH3:41])([CH3:40])[CH3:39])=[O:36])=[CH:29][N:30]=2)[CH:9]=1)([CH3:3])[CH3:2]. (3) Given the reactants [CH2:1]([O:3][CH:4]([O:7][CH2:8][CH3:9])C#N)C.C[O:11][CH:12]([C:15]([CH:17](OC)[O:18]C)=O)OC, predict the reaction product. The product is: [CH2:17]([OH:18])[CH2:15][CH2:12][OH:11].[O:3]1[CH2:1][CH2:9][CH2:8][O:7][CH2:4]1.